This data is from Full USPTO retrosynthesis dataset with 1.9M reactions from patents (1976-2016). The task is: Predict the reactants needed to synthesize the given product. Given the product [C:26]12([CH2:36][O:37][C:38]3[C:46]([Cl:47])=[CH:45][C:41]([C:42]([NH:70][S:67]([N:64]4[CH2:65][CH2:66][C@H:62]([O:61][CH2:60][C:59]5[CH:71]=[CH:72][C:56]([O:55][CH3:54])=[CH:57][CH:58]=5)[CH2:63]4)(=[O:69])=[O:68])=[O:43])=[C:40]([F:48])[CH:39]=3)[CH2:27][CH:28]3[CH2:34][CH:32]([CH2:31][CH:30]([CH2:29]3)[CH2:35]1)[CH2:33]2, predict the reactants needed to synthesize it. The reactants are: C12(COC3C(C4CC4)=CC(C(O)=O)=C(F)C=3)CC3CC(CC(C3)C1)C2.[C:26]12([CH2:36][O:37][C:38]3[C:46]([Cl:47])=[CH:45][C:41]([C:42](O)=[O:43])=[C:40]([F:48])[CH:39]=3)[CH2:35][CH:30]3[CH2:31][CH:32]([CH2:34][CH:28]([CH2:29]3)[CH2:27]1)[CH2:33]2.CS(N)(=O)=O.[CH3:54][O:55][C:56]1[CH:72]=[CH:71][C:59]([CH2:60][O:61][C@H:62]2[CH2:66][CH2:65][N:64]([S:67]([NH2:70])(=[O:69])=[O:68])[CH2:63]2)=[CH:58][CH:57]=1.